This data is from Forward reaction prediction with 1.9M reactions from USPTO patents (1976-2016). The task is: Predict the product of the given reaction. (1) Given the reactants [F:1][C:2]1[C:3]([NH:20][C:21]2[CH:22]=[C:23]([NH:27][C:28](=[O:31])[CH:29]=[CH2:30])[CH:24]=[CH:25][CH:26]=2)=[N:4][C:5]([NH:8][C:9]2[CH:14]=[CH:13][C:12]([O:15][CH2:16][CH2:17][O:18][CH3:19])=[CH:11][CH:10]=2)=[N:6][CH:7]=1.[NH2:32][C@@H:33]([CH2:37][CH2:38][C:39]([NH:41][C@H:42]([C:45]([NH:47][CH2:48][C:49]([OH:51])=[O:50])=[O:46])[CH2:43][SH:44])=[O:40])[C:34]([OH:36])=[O:35], predict the reaction product. The product is: [NH2:32][C@@H:33]([CH2:37][CH2:38][C:39]([NH:41][C@@H:42]([CH2:43][S:44][CH2:30][CH2:29][C:28]([NH:27][C:23]1[CH:24]=[CH:25][CH:26]=[C:21]([NH:20][C:3]2[C:2]([F:1])=[CH:7][N:6]=[C:5]([NH:8][C:9]3[CH:14]=[CH:13][C:12]([O:15][CH2:16][CH2:17][O:18][CH3:19])=[CH:11][CH:10]=3)[N:4]=2)[CH:22]=1)=[O:31])[C:45]([NH:47][CH2:48][C:49]([OH:51])=[O:50])=[O:46])=[O:40])[C:34]([OH:36])=[O:35]. (2) Given the reactants [N:1]1([C:10]2[S:14][C:13]([C:15]([NH2:17])=O)=[C:12]([O:18][CH2:19][C:20]3[CH:25]=[CH:24][CH:23]=[CH:22][C:21]=3[CH3:26])[CH:11]=2)[C:5]2[CH:6]=[CH:7][CH:8]=[CH:9][C:4]=2[N:3]=[CH:2]1.FC(F)(F)C(OC(=O)C(F)(F)F)=O.ClCCl, predict the reaction product. The product is: [N:1]1([C:10]2[S:14][C:13]([C:15]#[N:17])=[C:12]([O:18][CH2:19][C:20]3[CH:25]=[CH:24][CH:23]=[CH:22][C:21]=3[CH3:26])[CH:11]=2)[C:5]2[CH:6]=[CH:7][CH:8]=[CH:9][C:4]=2[N:3]=[CH:2]1. (3) Given the reactants Br[C:2]1[CH:3]=[N:4][C:5]2[N:6]([N:8]=[C:9]([N:11]3[CH2:16][CH2:15][O:14][CH2:13][CH2:12]3)[N:10]=2)[CH:7]=1.[C:17]([C:19]1[CH:24]=[CH:23][CH:22]=[C:21]([F:25])[CH:20]=1)#[CH:18], predict the reaction product. The product is: [F:25][C:21]1[CH:20]=[C:19]([C:17]#[C:18][C:2]2[CH:3]=[N:4][C:5]3[N:6]([N:8]=[C:9]([N:11]4[CH2:16][CH2:15][O:14][CH2:13][CH2:12]4)[N:10]=3)[CH:7]=2)[CH:24]=[CH:23][CH:22]=1. (4) Given the reactants [CH:1]1([NH:4][C:5]2[N:6]=[C:7]([NH:14][C:15]3[CH:20]=[CH:19][C:18](C4CCN(C(=O)CC)CC4)=[CH:17][CH:16]=3)[N:8]=[N:9][C:10]=2[C:11]([NH2:13])=[O:12])[CH2:3][CH2:2]1.[CH2:31]([S:33]([N:36]1[CH2:41][CH2:40][N:39](C2C=CC(N)=CC=2)[CH2:38][CH2:37]1)(=[O:35])=[O:34])[CH3:32], predict the reaction product. The product is: [CH:1]1([NH:4][C:5]2[N:6]=[C:7]([NH:14][C:15]3[CH:16]=[CH:17][C:18]([N:39]4[CH2:38][CH2:37][N:36]([S:33]([CH2:31][CH3:32])(=[O:34])=[O:35])[CH2:41][CH2:40]4)=[CH:19][CH:20]=3)[N:8]=[N:9][C:10]=2[C:11]([NH2:13])=[O:12])[CH2:2][CH2:3]1. (5) Given the reactants [OH-].[Na+].[N:3]1([CH2:8][CH2:9][NH:10][C:11]2[CH:16]=[CH:15][C:14]([C:17]#[C:18][Si](C)(C)C)=[CH:13][N:12]=2)[CH2:7][CH2:6][CH2:5][CH2:4]1, predict the reaction product. The product is: [C:17]([C:14]1[CH:15]=[CH:16][C:11]([NH:10][CH2:9][CH2:8][N:3]2[CH2:7][CH2:6][CH2:5][CH2:4]2)=[N:12][CH:13]=1)#[CH:18].